Dataset: Reaction yield outcomes from USPTO patents with 853,638 reactions. Task: Predict the reaction yield, written as a fraction of the theoretical maximum amount of product (1.0 means a 100% yield; for example, 0.34 means a 34% yield). (1) The reactants are [C:1]([O:5][C:6](=[O:17])[N:7]([CH2:9][C:10]1[CH:15]=[CH:14][CH:13]=[CH:12][C:11]=1I)[CH3:8])([CH3:4])([CH3:3])[CH3:2].[CH:18]([Si:21]([CH:26]([CH3:28])[CH3:27])([CH:23]([CH3:25])[CH3:24])[SH:22])([CH3:20])[CH3:19].CC(C)([O-])C.[Na+]. The catalyst is C1(C)C=CC=CC=1.C1C=CC(/C=C/C(/C=C/C2C=CC=CC=2)=O)=CC=1.C1C=CC(/C=C/C(/C=C/C2C=CC=CC=2)=O)=CC=1.C1C=CC(/C=C/C(/C=C/C2C=CC=CC=2)=O)=CC=1.[Pd].[Pd].C1(P(C2C=CC=CC=2)C2C=CC=CC=2OC2C=CC=CC=2P(C2C=CC=CC=2)C2C=CC=CC=2)C=CC=CC=1. The product is [C:1]([O:5][C:6](=[O:17])[N:7]([CH3:8])[CH2:9][C:10]1[CH:15]=[CH:14][CH:13]=[CH:12][C:11]=1[S:22][Si:21]([CH:23]([CH3:25])[CH3:24])([CH:26]([CH3:28])[CH3:27])[CH:18]([CH3:19])[CH3:20])([CH3:4])([CH3:3])[CH3:2]. The yield is 0.880. (2) The reactants are [CH:1]([O:4][C:5](=[O:14])[CH:6](I)[O:7][C:8]([S:10][CH2:11][CH3:12])=[O:9])([CH3:3])[CH3:2].[C:15]([OH:23])(=[O:22])[C:16]1[CH:21]=[CH:20][CH:19]=[CH:18][CH:17]=1.CCN(C(C)C)C(C)C. The catalyst is C1COCC1. The product is [CH:1]([O:4][C:5]([CH:6]([O:23][C:15](=[O:22])[C:16]1[CH:21]=[CH:20][CH:19]=[CH:18][CH:17]=1)[O:7][C:8]([S:10][CH2:11][CH3:12])=[O:9])=[O:14])([CH3:3])[CH3:2]. The yield is 0.660. (3) The reactants are [N:1]1([CH2:7][CH2:8][O:9][C:10]2[CH:15]=[CH:14][C:13]([NH2:16])=[CH:12][CH:11]=2)[CH2:6][CH2:5][O:4][CH2:3][CH2:2]1.C(N(CC)C(C)C)(C)C.[Br:26][C:27]1[N:32]2[CH:33]=[CH:34][N:35]=[C:31]2[C:30](Br)=[N:29][CH:28]=1. The catalyst is C(O)(C)C. The product is [Br:26][C:27]1[N:32]2[CH:33]=[CH:34][N:35]=[C:31]2[C:30]([NH:16][C:13]2[CH:14]=[CH:15][C:10]([O:9][CH2:8][CH2:7][N:1]3[CH2:6][CH2:5][O:4][CH2:3][CH2:2]3)=[CH:11][CH:12]=2)=[N:29][CH:28]=1. The yield is 0.860. (4) The reactants are [Cl:1][C:2]1[CH:30]=[C:29]([N+:31]([O-])=O)[C:28]([O:34][CH3:35])=[CH:27][C:3]=1[CH2:4][CH2:5][N:6]([C@H:14]([CH:16]1[CH2:21][CH2:20][N:19]([C:22]([CH:24]2[CH2:26][CH2:25]2)=[O:23])[CH2:18][CH2:17]1)[CH3:15])[C:7](=[O:13])[O:8][C:9]([CH3:12])([CH3:11])[CH3:10].[NH4+].[Cl-]. The catalyst is CO.[Zn]. The product is [NH2:31][C:29]1[C:28]([O:34][CH3:35])=[CH:27][C:3]([CH2:4][CH2:5][N:6]([C@H:14]([CH:16]2[CH2:17][CH2:18][N:19]([C:22]([CH:24]3[CH2:25][CH2:26]3)=[O:23])[CH2:20][CH2:21]2)[CH3:15])[C:7](=[O:13])[O:8][C:9]([CH3:10])([CH3:11])[CH3:12])=[C:2]([Cl:1])[CH:30]=1. The yield is 0.680. (5) The reactants are [H-].[Al+3].[Li+].[H-].[H-].[H-].C([O:9][C:10]([CH:12]1[CH2:16][CH2:15][CH2:14][CH:13]1[O:17][CH:18]1[CH2:23][CH2:22][CH2:21][CH2:20][O:19]1)=O)C. The catalyst is O1CCCC1. The product is [O:19]1[CH2:20][CH2:21][CH2:22][CH2:23][CH:18]1[O:17][CH:13]1[CH2:14][CH2:15][CH2:16][CH:12]1[CH2:10][OH:9]. The yield is 0.836.